This data is from Peptide-MHC class II binding affinity with 134,281 pairs from IEDB. The task is: Regression. Given a peptide amino acid sequence and an MHC pseudo amino acid sequence, predict their binding affinity value. This is MHC class II binding data. (1) The peptide sequence is SVEESEMFMPRSIGG. The MHC is DRB1_1101 with pseudo-sequence DRB1_1101. The binding affinity (normalized) is 0.252. (2) The MHC is DRB3_0101 with pseudo-sequence DRB3_0101. The binding affinity (normalized) is 0.277. The peptide sequence is RWLLIEILKASKSML.